Task: Predict the product of the given reaction.. Dataset: Forward reaction prediction with 1.9M reactions from USPTO patents (1976-2016) (1) Given the reactants [C:1]([C:3]1[C:4]([N:17]2[CH2:20][CH:19]([C:21](O)=[O:22])[CH2:18]2)=[N:5][C:6]([CH:14]([F:16])[F:15])=[C:7]([C:9]([O:11][CH2:12][CH3:13])=[O:10])[CH:8]=1)#[N:2].[Cl:24][C:25]1[CH:30]=[CH:29][C:28]([CH2:31][S:32]([NH2:35])(=[O:34])=[O:33])=[C:27]([F:36])[CH:26]=1, predict the reaction product. The product is: [Cl:24][C:25]1[CH:30]=[CH:29][C:28]([CH2:31][S:32]([NH:35][C:21]([CH:19]2[CH2:18][N:17]([C:4]3[C:3]([C:1]#[N:2])=[CH:8][C:7]([C:9]([O:11][CH2:12][CH3:13])=[O:10])=[C:6]([CH:14]([F:15])[F:16])[N:5]=3)[CH2:20]2)=[O:22])(=[O:34])=[O:33])=[C:27]([F:36])[CH:26]=1. (2) Given the reactants [Cl:1][C:2]1[CH:7]=[C:6]([Cl:8])[CH:5]=[CH:4][C:3]=1[C:9]1[N:14]2[N:15]=[C:16]([CH2:19][CH3:20])[C:17]([NH2:18])=[C:13]2[CH:12]=[CH:11][CH:10]=1.C(N(CC)CC)C.[C:28](O[C:28]([O:30][C:31]([CH3:34])([CH3:33])[CH3:32])=[O:29])([O:30][C:31]([CH3:34])([CH3:33])[CH3:32])=[O:29].O, predict the reaction product. The product is: [Cl:1][C:2]1[CH:7]=[C:6]([Cl:8])[CH:5]=[CH:4][C:3]=1[C:9]1[N:14]2[N:15]=[C:16]([CH2:19][CH3:20])[C:17]([NH:18][C:28](=[O:29])[O:30][C:31]([CH3:34])([CH3:33])[CH3:32])=[C:13]2[CH:12]=[CH:11][CH:10]=1.